The task is: Predict which catalyst facilitates the given reaction.. This data is from Catalyst prediction with 721,799 reactions and 888 catalyst types from USPTO. (1) Reactant: [Li]CCCC.CCCCCC.Br[C:13]1[CH:14]=[C:15]([CH:19]2[O:23][CH2:22][CH2:21][O:20]2)[S:16][C:17]=1[CH3:18].[Si:24]([O:31][CH2:32][CH2:33][CH2:34][C:35]([C:37]1[CH:42]=[CH:41][CH:40]=[CH:39][CH:38]=1)=[O:36])([C:27]([CH3:30])([CH3:29])[CH3:28])([CH3:26])[CH3:25]. Product: [Si:24]([O:31][CH2:32][CH2:33][CH2:34][C:35]([C:13]1[CH:14]=[C:15]([CH:19]2[O:23][CH2:22][CH2:21][O:20]2)[S:16][C:17]=1[CH3:18])([C:37]1[CH:38]=[CH:39][CH:40]=[CH:41][CH:42]=1)[OH:36])([C:27]([CH3:30])([CH3:29])[CH3:28])([CH3:26])[CH3:25]. The catalyst class is: 1. (2) Reactant: O[CH2:2][CH2:3][C:4]1[CH:5]=[CH:6][C:7]2[CH:8]3[CH2:17][CH2:16][CH2:15][CH:9]3[C:10](=[O:14])[NH:11][C:12]=2[CH:13]=1.CC(OI1(OC(C)=O)(OC(C)=O)OC(=O)C2C1=CC=CC=2)=O.[Cl:40][C:41]1[CH:42]=[C:43]([CH:46]=[CH:47][CH:48]=1)[CH2:44][NH2:45].C(O[BH-](OC(=O)C)OC(=O)C)(=O)C.[Na+].C(O)(=O)C. Product: [Cl:40][C:41]1[CH:42]=[C:43]([CH:46]=[CH:47][CH:48]=1)[CH2:44][NH:45][CH2:2][CH2:3][C:4]1[CH:5]=[CH:6][C:7]2[CH:8]3[CH2:17][CH2:16][CH2:15][CH:9]3[C:10](=[O:14])[NH:11][C:12]=2[CH:13]=1. The catalyst class is: 96. (3) Reactant: [C:1]1([C:7]2([C:11]#[N:12])[CH2:10][CH2:9][CH2:8]2)[CH:6]=[CH:5][CH:4]=[CH:3][CH:2]=1.[H-].[Al+3].[Li+].[H-].[H-].[H-]. Product: [C:1]1([C:7]2([CH2:11][NH2:12])[CH2:10][CH2:9][CH2:8]2)[CH:6]=[CH:5][CH:4]=[CH:3][CH:2]=1. The catalyst class is: 28. (4) Reactant: [I:1][C:2]1[CH:3]=[CH:4][C:5]2[N:6]([CH:8]=[C:9]([NH2:11])[N:10]=2)[CH:7]=1.CCN(C(C)C)C(C)C.C1N=CN([C:26](N2C=NC=C2)=[O:27])C=1.[CH3:33][O:34][C:35]1[CH:40]=[CH:39][CH:38]=[CH:37][C:36]=1[CH:41]1[CH2:45][CH2:44][CH2:43][NH:42]1. Product: [I:1][C:2]1[CH:3]=[CH:4][C:5]2[N:6]([CH:8]=[C:9]([NH:11][C:26]([N:42]3[CH2:43][CH2:44][CH2:45][CH:41]3[C:36]3[CH:37]=[CH:38][CH:39]=[CH:40][C:35]=3[O:34][CH3:33])=[O:27])[N:10]=2)[CH:7]=1. The catalyst class is: 1. (5) Reactant: [CH2:1]([O:5][C:6]1[CH:11]=[CH:10][C:9]([S:12]([NH:15][C@H:16]([C:20]([OH:22])=O)[CH:17]([CH3:19])[CH3:18])(=[O:14])=[O:13])=[CH:8][CH:7]=1)[CH:2]=[C:3]=[CH2:4].[OH:23][N:24]1C2C=CC=CC=2N=N1.Cl.CN(C)CCCN=C=NCC.CN1CCOCC1.NO. Product: [CH2:1]([O:5][C:6]1[CH:11]=[CH:10][C:9]([S:12]([NH:15][CH:16]([CH:17]([CH3:19])[CH3:18])[C:20]([NH:24][OH:23])=[O:22])(=[O:14])=[O:13])=[CH:8][CH:7]=1)[CH:2]=[C:3]=[CH2:4]. The catalyst class is: 9. (6) Reactant: [F:1][C:2]1[CH:7]=[CH:6][C:5]([C:8]2[O:9][C:10]3[CH:20]=[C:19]([NH:21][S:22]([CH3:25])(=[O:24])=[O:23])[C:18]([C:26]4[CH:31]=[C:30]([C:32](=[O:43])[NH:33][C:34]5([C:37]6[CH:42]=[CH:41][CH:40]=[CH:39][CH:38]=6)[CH2:36][CH2:35]5)[CH:29]=[CH:28][C:27]=4[CH3:44])=[CH:17][C:11]=3[C:12]=2[C:13]([NH:15][CH3:16])=[O:14])=[CH:4][CH:3]=1.Br[CH2:46][CH2:47][O:48][Si](C(C)(C)C)(C)C.Cl. Product: [F:1][C:2]1[CH:7]=[CH:6][C:5]([C:8]2[O:9][C:10]3[CH:20]=[C:19]([N:21]([CH2:46][CH2:47][OH:48])[S:22]([CH3:25])(=[O:24])=[O:23])[C:18]([C:26]4[CH:31]=[C:30]([C:32](=[O:43])[NH:33][C:34]5([C:37]6[CH:38]=[CH:39][CH:40]=[CH:41][CH:42]=6)[CH2:35][CH2:36]5)[CH:29]=[CH:28][C:27]=4[CH3:44])=[CH:17][C:11]=3[C:12]=2[C:13]([NH:15][CH3:16])=[O:14])=[CH:4][CH:3]=1. The catalyst class is: 12. (7) Reactant: [F:1][C:2]([F:25])([F:24])[C:3]1[CH:8]=[CH:7][C:6]([S:9][C:10]2[N:11]([CH2:20][CH2:21][CH2:22][CH3:23])[C:12]3[C:17]([N:18]=2)=[C:16](N)[N:15]=[CH:14][N:13]=3)=[CH:5][CH:4]=1.N([O-])=[O:27].[Na+]. Product: [F:1][C:2]([F:25])([F:24])[C:3]1[CH:8]=[CH:7][C:6]([S:9][C:10]2[N:11]([CH2:20][CH2:21][CH2:22][CH3:23])[C:12]3[N:13]=[CH:14][NH:15][C:16](=[O:27])[C:17]=3[N:18]=2)=[CH:5][CH:4]=1. The catalyst class is: 86.